From a dataset of NCI-60 drug combinations with 297,098 pairs across 59 cell lines. Regression. Given two drug SMILES strings and cell line genomic features, predict the synergy score measuring deviation from expected non-interaction effect. (1) Drug 1: C1=CC(=CC=C1CCCC(=O)O)N(CCCl)CCCl. Drug 2: CC1CCC2CC(C(=CC=CC=CC(CC(C(=O)C(C(C(=CC(C(=O)CC(OC(=O)C3CCCCN3C(=O)C(=O)C1(O2)O)C(C)CC4CCC(C(C4)OC)OCCO)C)C)O)OC)C)C)C)OC. Cell line: UO-31. Synergy scores: CSS=24.5, Synergy_ZIP=-3.11, Synergy_Bliss=-0.190, Synergy_Loewe=3.81, Synergy_HSA=4.55. (2) Cell line: A549. Synergy scores: CSS=2.64, Synergy_ZIP=0.561, Synergy_Bliss=-0.229, Synergy_Loewe=-0.995, Synergy_HSA=-1.49. Drug 1: C1=NC2=C(N=C(N=C2N1C3C(C(C(O3)CO)O)F)Cl)N. Drug 2: CCN(CC)CCCC(C)NC1=C2C=C(C=CC2=NC3=C1C=CC(=C3)Cl)OC. (3) Drug 1: CC(C)(C#N)C1=CC(=CC(=C1)CN2C=NC=N2)C(C)(C)C#N. Drug 2: COC1=C2C(=CC3=C1OC=C3)C=CC(=O)O2. Cell line: K-562. Synergy scores: CSS=0.371, Synergy_ZIP=-1.13, Synergy_Bliss=-5.53, Synergy_Loewe=-4.47, Synergy_HSA=-6.63. (4) Drug 1: C1=CC=C(C(=C1)C(C2=CC=C(C=C2)Cl)C(Cl)Cl)Cl. Drug 2: C(CN)CNCCSP(=O)(O)O. Cell line: HCT116. Synergy scores: CSS=8.55, Synergy_ZIP=2.34, Synergy_Bliss=8.76, Synergy_Loewe=-1.88, Synergy_HSA=2.38.